This data is from Reaction yield outcomes from USPTO patents with 853,638 reactions. The task is: Predict the reaction yield, written as a fraction of the theoretical maximum amount of product (1.0 means a 100% yield; for example, 0.34 means a 34% yield). The reactants are C([S:8][C:9]1[CH:10]=[C:11]2[C:16](=[CH:17][CH:18]=1)[N:15]([C:19]1[CH:24]=[C:23]([F:25])[C:22]([Br:26])=[CH:21][C:20]=1[CH3:27])[C:14](=[O:28])[CH:13]=[CH:12]2)C1C=CC=CC=1.ClN1C(C)(C)C(=[O:37])N(Cl)C1=O.[F:40][C:41]1[C:46]([F:47])=[C:45]([F:48])[C:44]([F:49])=[C:43]([F:50])[C:42]=1[OH:51].C(N(CC)CC)C.[OH2:59]. The catalyst is C(O)(=O)C.C(#N)C. The product is [Br:26][C:22]1[C:23]([F:25])=[CH:24][C:19]([N:15]2[C:16]3[C:11](=[CH:10][C:9]([S:8]([O:51][C:42]4[C:41]([F:40])=[C:46]([F:47])[C:45]([F:48])=[C:44]([F:49])[C:43]=4[F:50])(=[O:37])=[O:59])=[CH:18][CH:17]=3)[CH:12]=[CH:13][C:14]2=[O:28])=[C:20]([CH3:27])[CH:21]=1. The yield is 0.850.